From a dataset of Forward reaction prediction with 1.9M reactions from USPTO patents (1976-2016). Predict the product of the given reaction. (1) Given the reactants [H-].[Na+].[CH3:3][C:4]1[C:12]([CH3:13])=[CH:11][C:7]2[NH:8][CH:9]=[N:10][C:6]=2[CH:5]=1.Cl[CH2:15][C:16]1[CH:26]=[CH:25][C:19]2[N:20]=[C:21]([S:23][CH3:24])[S:22][C:18]=2[CH:17]=1, predict the reaction product. The product is: [CH3:3][C:4]1[C:12]([CH3:13])=[CH:11][C:7]2[N:8]([CH2:15][C:16]3[CH:26]=[CH:25][C:19]4[N:20]=[C:21]([S:23][CH3:24])[S:22][C:18]=4[CH:17]=3)[CH:9]=[N:10][C:6]=2[CH:5]=1. (2) Given the reactants [CH3:1][O:2][C:3](=[O:36])[C:4]1[CH:9]=[CH:8][C:7]([Cl:10])=[CH:6][C:5]=1[N:11]([S:19]([C:22]1[CH:27]=[CH:26][C:25]([O:28]CC2C=CC=CC=2)=[CH:24][CH:23]=1)(=[O:21])=[O:20])[C:12]([O:14][C:15]([CH3:18])([CH3:17])[CH3:16])=[O:13].[H][H], predict the reaction product. The product is: [CH3:1][O:2][C:3](=[O:36])[C:4]1[CH:9]=[CH:8][C:7]([Cl:10])=[CH:6][C:5]=1[N:11]([S:19]([C:22]1[CH:23]=[CH:24][C:25]([OH:28])=[CH:26][CH:27]=1)(=[O:21])=[O:20])[C:12]([O:14][C:15]([CH3:18])([CH3:16])[CH3:17])=[O:13]. (3) The product is: [C:13]1([C:2]2[CH:3]=[C:4]([C:5]([O:7][CH3:8])=[O:6])[CH:9]=[C:10]([C:2]3[CH:3]=[CH:4][CH:9]=[CH:10][CH:11]=3)[CH:11]=2)[CH:18]=[CH:17][CH:16]=[CH:15][CH:14]=1. Given the reactants Br[C:2]1[CH:3]=[C:4]([CH:9]=[C:10](Br)[CH:11]=1)[C:5]([O:7][CH3:8])=[O:6].[C:13]1(B(O)O)[CH:18]=[CH:17][CH:16]=[CH:15][CH:14]=1.C(=O)([O-])[O-].[Na+].[Na+], predict the reaction product. (4) Given the reactants [CH2:1]([NH:8][C:9]1[N:14]=[CH:13][C:12]([Br:15])=[CH:11][N:10]=1)[C:2]1[CH:7]=[CH:6][CH:5]=[CH:4][CH:3]=1.[C:16](Cl)(=[O:18])[CH3:17], predict the reaction product. The product is: [Br:15][C:12]1[CH:13]=[N:14][C:9]([N:8]([CH2:1][C:2]2[CH:3]=[CH:4][CH:5]=[CH:6][CH:7]=2)[C:16](=[O:18])[CH3:17])=[N:10][CH:11]=1. (5) Given the reactants [N:1]([CH2:4][C:5]1[N:6]=[C:7]2[CH:13]=[CH:12][N:11]([S:14]([C:17]3[CH:23]=[CH:22][C:20]([CH3:21])=[CH:19][CH:18]=3)(=[O:16])=[O:15])[C:8]2=[N:9][CH:10]=1)=[N+]=[N-].C1C=CC(P(C2C=CC=CC=2)C2C=CC=CC=2)=CC=1.[ClH:43].CO, predict the reaction product. The product is: [ClH:43].[S:14]([N:11]1[C:8]2=[N:9][CH:10]=[C:5]([CH2:4][NH2:1])[N:6]=[C:7]2[CH:13]=[CH:12]1)([C:17]1[CH:18]=[CH:19][C:20]([CH3:21])=[CH:22][CH:23]=1)(=[O:15])=[O:16]. (6) Given the reactants [O:1]=[C:2]1[N:6]([CH3:7])[C:5]([C:13]2[CH:18]=[CH:17][CH:16]=[CH:15][CH:14]=2)([CH2:8][O:9]CC=C)[C:4](=[O:19])[N:3]1[C:20]1[CH:27]=[CH:26][C:23]([C:24]#[N:25])=[C:22]([C:28]([F:31])([F:30])[F:29])[CH:21]=1.C(=O)(O)[O-].[Na+], predict the reaction product. The product is: [O:1]=[C:2]1[N:6]([CH3:7])[C:5]([CH2:8][OH:9])([C:13]2[CH:14]=[CH:15][CH:16]=[CH:17][CH:18]=2)[C:4](=[O:19])[N:3]1[C:20]1[CH:27]=[CH:26][C:23]([C:24]#[N:25])=[C:22]([C:28]([F:31])([F:29])[F:30])[CH:21]=1. (7) Given the reactants [H-].[Na+].[CH3:3][O:4][CH2:5][O:6][C@H:7]1[CH2:24][CH2:23][C@@:22]2([CH3:25])[C:9](=[CH:10][CH2:11][C@@H:12]3[C@@H:21]2[CH2:20][CH2:19][C@@:17]2([CH3:18])[C@H:13]3[CH2:14][CH2:15][C@@H:16]2[CH2:26][OH:27])[CH2:8]1.[CH2:28](Br)[C:29]1[CH:34]=[CH:33][CH:32]=[CH:31][CH:30]=1, predict the reaction product. The product is: [CH2:28]([O:27][CH2:26][C@H:16]1[CH2:15][CH2:14][C@H:13]2[C@H:12]3[C@H:21]([CH2:20][CH2:19][C@:17]12[CH3:18])[C@:22]1([CH3:25])[C:9]([CH2:8][C@@H:7]([O:6][CH2:5][O:4][CH3:3])[CH2:24][CH2:23]1)=[CH:10][CH2:11]3)[C:29]1[CH:34]=[CH:33][CH:32]=[CH:31][CH:30]=1. (8) Given the reactants [OH:1][C:2]1[CH:3]=[C:4]([CH:9]=[C:10]([O:12][C:13]2[CH:18]=[CH:17][C:16]([S:19]([CH3:22])(=[O:21])=[O:20])=[CH:15][CH:14]=2)[CH:11]=1)[C:5]([O:7][CH3:8])=[O:6].Cl[CH2:24][C:25]1[C:30]([CH3:31])=[CH:29][CH:28]=[CH:27][N:26]=1.C(=O)([O-])[O-].[K+].[K+].CN(C=O)C, predict the reaction product. The product is: [CH3:31][C:30]1[C:25]([CH2:24][O:1][C:2]2[CH:3]=[C:4]([CH:9]=[C:10]([O:12][C:13]3[CH:18]=[CH:17][C:16]([S:19]([CH3:22])(=[O:21])=[O:20])=[CH:15][CH:14]=3)[CH:11]=2)[C:5]([O:7][CH3:8])=[O:6])=[N:26][CH:27]=[CH:28][CH:29]=1. (9) The product is: [C:22]([O:26][C:27]([N:29]1[CH2:30][CH:31]=[C:32]([C:7]2[N:6]=[C:5]([CH:1]3[CH2:4][CH2:3][CH2:2]3)[N:9]3[CH:10]=[CH:11][N:12]=[C:13]([NH2:14])[C:8]=23)[CH2:33][CH2:34]1)=[O:28])([CH3:25])([CH3:23])[CH3:24]. Given the reactants [CH:1]1([C:5]2[N:9]3[CH:10]=[CH:11][N:12]=[C:13]([NH2:14])[C:8]3=[C:7](I)[N:6]=2)[CH2:4][CH2:3][CH2:2]1.C(=O)([O-])[O-].[K+].[K+].[C:22]([O:26][C:27]([N:29]1[CH2:34][CH:33]=[C:32](B2OC(C)(C)C(C)(C)O2)[CH2:31][CH2:30]1)=[O:28])([CH3:25])([CH3:24])[CH3:23], predict the reaction product.